From a dataset of Catalyst prediction with 721,799 reactions and 888 catalyst types from USPTO. Predict which catalyst facilitates the given reaction. (1) Reactant: CS(O[CH2:6][C@@H:7]1[CH2:25][NH:24][C:11]2[C:12]3[C:13]4[CH:14]=[CH:15][C:16]([Cl:23])=[N:17][C:18]=4[CH:19]=[CH:20][C:21]=3[S:22][C:10]=2[C:9](=[O:26])[NH:8]1)(=O)=O.[I-:27].[Na+]. Product: [Cl:23][C:16]1[CH:15]=[CH:14][C:13]2[C:12]3[C:11]4[NH:24][CH2:25][C@@H:7]([CH2:6][I:27])[NH:8][C:9](=[O:26])[C:10]=4[S:22][C:21]=3[CH:20]=[CH:19][C:18]=2[N:17]=1. The catalyst class is: 21. (2) Reactant: [Cl:1][C:2]1[CH:3]=[C:4]([C:8]2[C:9]([CH2:15][O:16][CH:17]([C:26]3[N:30]([CH3:31])[CH:29]=[N:28][CH:27]=3)[C:18]3[CH:25]=[CH:24][C:21]([C:22]#[N:23])=[CH:20][CH:19]=3)=[CH:10][NH:11][C:12](=[O:14])[CH:13]=2)[CH:5]=[CH:6][CH:7]=1.[H-].[Na+].I[CH3:35]. Product: [NH4+:11].[OH-:14].[Cl:1][C:2]1[CH:3]=[C:4]([C:8]2[C:9]([CH2:15][O:16][CH:17]([C:26]3[N:30]([CH3:31])[CH:29]=[N:28][CH:27]=3)[C:18]3[CH:19]=[CH:20][C:21]([C:22]#[N:23])=[CH:24][CH:25]=3)=[CH:10][N:11]([CH3:35])[C:12](=[O:14])[CH:13]=2)[CH:5]=[CH:6][CH:7]=1. The catalyst class is: 39. (3) Reactant: [CH3:1][O:2][C:3]1[C:8]([CH3:9])=[C:7]([CH3:10])[CH:6]=[C:5]([CH3:11])[C:4]=1Br.C([Li])CCC.CCCCCC.[CH2:24]([N:31]1[CH2:36][CH2:35][CH:34]([C:37](=[O:47])[C:38]2[CH:43]=[CH:42][C:41]([CH:44]([CH3:46])[CH3:45])=[CH:40][CH:39]=2)[CH2:33][CH2:32]1)[C:25]1[CH:30]=[CH:29][CH:28]=[CH:27][CH:26]=1. Product: [CH2:24]([N:31]1[CH2:32][CH2:33][CH:34]([C:37]([C:38]2[CH:39]=[CH:40][C:41]([CH:44]([CH3:46])[CH3:45])=[CH:42][CH:43]=2)([C:4]2[C:5]([CH3:11])=[CH:6][C:7]([CH3:10])=[C:8]([CH3:9])[C:3]=2[O:2][CH3:1])[OH:47])[CH2:35][CH2:36]1)[C:25]1[CH:26]=[CH:27][CH:28]=[CH:29][CH:30]=1. The catalyst class is: 30. (4) Reactant: [F:1][C:2]1[C:3]([C:8]2(O)[CH2:13][CH2:12][O:11][CH2:10][CH2:9]2)=[N:4][CH:5]=[CH:6][N:7]=1.CCN(S(F)(F)[F:21])CC.C(=O)([O-])[O-].[Na+].[Na+]. Product: [F:1][C:2]1[C:3]([C:8]2([F:21])[CH2:13][CH2:12][O:11][CH2:10][CH2:9]2)=[N:4][CH:5]=[CH:6][N:7]=1. The catalyst class is: 2. (5) Reactant: CO[C:3]1[C:8]([C:9](=[O:22])[CH2:10][C:11]([C:13]2[CH:18]=[CH:17][C:16]([N+:19]([O-:21])=[O:20])=[CH:15][CH:14]=2)=[O:12])=[CH:7][CH:6]=[CH:5][N:4]=1.Cl.[NH+]1C=CC=CC=1. Product: [N+:19]([C:16]1[CH:17]=[CH:18][C:13]([C:11]2[O:12][C:3]3=[N:4][CH:5]=[CH:6][CH:7]=[C:8]3[C:9](=[O:22])[CH:10]=2)=[CH:14][CH:15]=1)([O-:21])=[O:20]. The catalyst class is: 6. (6) Reactant: [NH3:1].[CH:2]1([C:5]2([C:12]3[CH:13]=[C:14]([NH:19][C:20]([C:22]4[CH:27]=[CH:26][C:25]([Cl:28])=[CH:24][N:23]=4)=[O:21])[CH:15]=[CH:16][C:17]=3[F:18])[CH2:10][O:9][CH2:8][C:7](=S)[NH:6]2)[CH2:4][CH2:3]1.C(OO)(C)(C)C. Product: [NH2:1][C:7]1[CH2:8][O:9][CH2:10][C:5]([C:12]2[CH:13]=[C:14]([NH:19][C:20]([C:22]3[CH:27]=[CH:26][C:25]([Cl:28])=[CH:24][N:23]=3)=[O:21])[CH:15]=[CH:16][C:17]=2[F:18])([CH:2]2[CH2:4][CH2:3]2)[N:6]=1. The catalyst class is: 5. (7) Reactant: [CH3:1][O:2][C:3](=[O:23])[CH2:4][C:5]1[CH:10]=[CH:9][C:8]([O:11][C:12]2[CH:17]=[CH:16][C:15]([C:18]([F:21])([F:20])[F:19])=[CH:14][C:13]=2[NH2:22])=[CH:7][CH:6]=1.[C:24](=O)([O-])[O-].[K+].[K+].[C:30]1(C)[C:31]([S:36](Cl)(=[O:38])=[O:37])=[CH:32][CH:33]=[CH:34][CH:35]=1.Cl. Product: [CH3:1][O:2][C:3](=[O:23])[CH2:4][C:5]1[CH:10]=[CH:9][C:8]([O:11][C:12]2[CH:17]=[CH:16][C:15]([C:18]([F:20])([F:19])[F:21])=[CH:14][C:13]=2[NH:22][S:36]([C:31]2[CH:30]=[CH:35][C:34]([CH3:24])=[CH:33][CH:32]=2)(=[O:37])=[O:38])=[CH:7][CH:6]=1. The catalyst class is: 84. (8) Reactant: [Cl:1][C:2]1[CH:7]=[CH:6][N:5]=[C:4]([C:8]2[CH:12]=[CH:11][S:10][CH:9]=2)[CH:3]=1.S1C=CC=C1B(O)O.[Br:21]N1C(=O)CCC1=O.O. Product: [Br:21][C:9]1[S:10][CH:11]=[CH:12][C:8]=1[C:4]1[CH:3]=[C:2]([Cl:1])[CH:7]=[CH:6][N:5]=1. The catalyst class is: 3. (9) Reactant: [Si]([O:8][CH2:9][C@H:10]1[N:15]([C:16]([O:18][C:19]([CH3:22])([CH3:21])[CH3:20])=[O:17])[CH2:14][C@@H:13]([CH2:23][O:24][C:25]2[C:30]([N+:31]([O-:33])=[O:32])=[CH:29][CH:28]=[CH:27][C:26]=2[F:34])[O:12][CH2:11]1)(C(C)(C)C)(C)C.[F-].C([N+](CCCC)(CCCC)CCCC)CCC. Product: [F:34][C:26]1[CH:27]=[CH:28][CH:29]=[C:30]([N+:31]([O-:33])=[O:32])[C:25]=1[O:24][CH2:23][C@H:13]1[O:12][CH2:11][C@@H:10]([CH2:9][OH:8])[N:15]([C:16]([O:18][C:19]([CH3:22])([CH3:20])[CH3:21])=[O:17])[CH2:14]1. The catalyst class is: 49.